Dataset: NCI-60 drug combinations with 297,098 pairs across 59 cell lines. Task: Regression. Given two drug SMILES strings and cell line genomic features, predict the synergy score measuring deviation from expected non-interaction effect. (1) Drug 1: CC1CC2C3CCC4=CC(=O)C=CC4(C3(C(CC2(C1(C(=O)CO)O)C)O)F)C. Drug 2: CC1CC(C(C(C=C(C(C(C=CC=C(C(=O)NC2=CC(=O)C(=C(C1)C2=O)OC)C)OC)OC(=O)N)C)C)O)OC. Cell line: T-47D. Synergy scores: CSS=-1.43, Synergy_ZIP=2.34, Synergy_Bliss=0.847, Synergy_Loewe=-3.29, Synergy_HSA=-0.961. (2) Drug 1: C1CCN(CC1)CCOC2=CC=C(C=C2)C(=O)C3=C(SC4=C3C=CC(=C4)O)C5=CC=C(C=C5)O. Drug 2: CN(C(=O)NC(C=O)C(C(C(CO)O)O)O)N=O. Cell line: EKVX. Synergy scores: CSS=1.71, Synergy_ZIP=0.876, Synergy_Bliss=1.55, Synergy_Loewe=2.47, Synergy_HSA=-1.10.